Dataset: Full USPTO retrosynthesis dataset with 1.9M reactions from patents (1976-2016). Task: Predict the reactants needed to synthesize the given product. (1) Given the product [ClH:25].[C:1]1([C@H:7]([C:8]2[CH:13]=[CH:12][CH:11]=[CH:10][N:9]=2)[NH:14][C:15]([C@H:17]2[NH:21][CH2:20][CH2:19][S:18]2)=[O:16])[CH:2]=[CH:3][CH:4]=[CH:5][CH:6]=1, predict the reactants needed to synthesize it. The reactants are: [C:1]1([C@@H:7]([NH:14][C:15]([CH:17]2[N:21](C([O-])=O)[CH2:20][CH2:19][S:18]2)=[O:16])[C:8]2[CH:13]=[CH:12][CH:11]=[CH:10][N:9]=2)[CH:6]=[CH:5][CH:4]=[CH:3][CH:2]=1.[ClH:25].[OH-].[Na+]. (2) Given the product [CH2:11]([CH:2]([S:13][C:14]#[N:15])[C:3]([C:5]1[CH:10]=[CH:9][CH:8]=[CH:7][CH:6]=1)=[CH2:18])[CH3:12], predict the reactants needed to synthesize it. The reactants are: Br[CH:2]([CH2:11][CH3:12])[C:3]([C:5]1[CH:10]=[CH:9][CH:8]=[CH:7][CH:6]=1)=O.[S-:13][C:14]#[N:15].[K+].O.[CH2:18](O)C. (3) Given the product [NH2:16][CH2:15][CH2:14][CH2:13][O:12][C:11]1[CH:27]=[CH:28][C:8]([O:7][C:6]2[CH:30]=[CH:31][C:3]([CH2:1][CH3:2])=[CH:4][C:5]=2[OH:32])=[C:9]([F:29])[CH:10]=1, predict the reactants needed to synthesize it. The reactants are: [CH2:1]([C:3]1[CH:31]=[CH:30][C:6]([O:7][C:8]2[CH:28]=[CH:27][C:11]([O:12][CH2:13][CH2:14][CH2:15][N:16]3C(=O)C4C(=CC=CC=4)C3=O)=[CH:10][C:9]=2[F:29])=[C:5]([OH:32])[CH:4]=1)[CH3:2].O.NN.Cl. (4) Given the product [C:26]([O:30][C:31](=[O:40])[NH:32][CH:33]1[CH2:38][CH2:37][CH:36]([N:1]([CH2:41][CH3:42])[C:2]2[C:17]3[CH2:16][CH:15]=[CH:14][CH2:13][CH2:12][C:11]4[CH:18]=[C:19]([CH3:24])[N:20]=[C:21]([O:22][CH3:23])[C:10]=4[CH2:9][NH:8][C:7](=[O:25])[C:6]=3[CH:5]=[CH:4][CH:3]=2)[CH2:35][CH2:34]1)([CH3:29])([CH3:28])[CH3:27], predict the reactants needed to synthesize it. The reactants are: [NH2:1][C:2]1[C:17]2[CH2:16][CH:15]=[CH:14][CH2:13][CH2:12][C:11]3[CH:18]=[C:19]([CH3:24])[N:20]=[C:21]([O:22][CH3:23])[C:10]=3[CH2:9][NH:8][C:7](=[O:25])[C:6]=2[CH:5]=[CH:4][CH:3]=1.[C:26]([O:30][C:31](=[O:40])[NH:32][CH:33]1[CH2:38][CH2:37][C:36](=O)[CH2:35][CH2:34]1)([CH3:29])([CH3:28])[CH3:27].[CH3:41][C:42](O)=O.[BH-](OC(C)=O)(OC(C)=O)OC(C)=O.[Na+].C(=O)C.C([O-])(O)=O.[Na+]. (5) Given the product [CH3:26][O:25][C:22]1[CH:23]=[C:24]2[C:19](=[CH:20][C:21]=1[O:27][CH3:28])[N:18]=[CH:17][N:16]=[C:15]2[N:10]1[CH2:11][CH2:12][O:13][CH:8]([C:5]2[CH:4]=[CH:3][C:2]([Cl:1])=[CH:7][CH:6]=2)[CH2:9]1, predict the reactants needed to synthesize it. The reactants are: [Cl:1][C:2]1[CH:7]=[CH:6][C:5]([CH:8]2[O:13][CH2:12][CH2:11][NH:10][CH2:9]2)=[CH:4][CH:3]=1.Cl[C:15]1[C:24]2[C:19](=[CH:20][C:21]([O:27][CH3:28])=[C:22]([O:25][CH3:26])[CH:23]=2)[N:18]=[CH:17][N:16]=1. (6) Given the product [Si:1]([O:8][C:9]1[CH:10]=[CH:11][CH:12]=[C:13]2[C:18]=1[N:17]=[C:16]([C:19]1[N:23]3[CH:24]=[CH:25][C:26]([O:28][CH2:29][CH2:30][O:31][CH3:32])=[CH:27][C:22]3=[N:21][N:20]=1)[CH:15]=[CH:14]2)([C:4]([CH3:7])([CH3:6])[CH3:5])([CH3:3])[CH3:2], predict the reactants needed to synthesize it. The reactants are: [Si:1]([O:8][C:9]1[CH:10]=[CH:11][CH:12]=[C:13]2[C:18]=1[N:17]=[C:16](/[CH:19]=[N:20]/[NH:21][C:22]1[CH:27]=[C:26]([O:28][CH2:29][CH2:30][O:31][CH3:32])[CH:25]=[CH:24][N:23]=1)[CH:15]=[CH:14]2)([C:4]([CH3:7])([CH3:6])[CH3:5])([CH3:3])[CH3:2].C(O)(=O)C.C(O)(=O)C.I(C1C=CC=CC=1)=O.